From a dataset of Full USPTO retrosynthesis dataset with 1.9M reactions from patents (1976-2016). Predict the reactants needed to synthesize the given product. (1) Given the product [CH2:25]([N:1]1[CH2:6][CH2:5][CH:4]([C:7]2[CH:12]=[CH:11][CH:10]=[C:9]([C:13]([F:15])([F:16])[F:14])[C:8]=2[OH:17])[CH2:3][CH2:2]1)[CH3:26], predict the reactants needed to synthesize it. The reactants are: [NH:1]1[CH2:6][CH2:5][CH:4]([C:7]2[CH:12]=[CH:11][CH:10]=[C:9]([C:13]([F:16])([F:15])[F:14])[C:8]=2[OH:17])[CH2:3][CH2:2]1.C(=O)([O-])[O-].[K+].[K+].I[CH2:25][CH3:26]. (2) Given the product [N:33]1[CH:38]=[CH:37][CH:36]=[N:35][C:34]=1[CH2:39][CH2:40][C:41](=[O:42])[CH2:1][S:2]([N:5]1[CH2:10][CH2:9][N:8]([C:11]2[CH:16]=[CH:15][C:14]([O:17][CH2:18][C:19]([F:22])([F:20])[F:21])=[CH:13][N:12]=2)[CH2:7][CH2:6]1)(=[O:4])=[O:3], predict the reactants needed to synthesize it. The reactants are: [CH3:1][S:2]([N:5]1[CH2:10][CH2:9][N:8]([C:11]2[CH:16]=[CH:15][C:14]([O:17][CH2:18][C:19]([F:22])([F:21])[F:20])=[CH:13][N:12]=2)[CH2:7][CH2:6]1)(=[O:4])=[O:3].[Li+].C[Si]([N-][Si](C)(C)C)(C)C.[N:33]1[CH:38]=[CH:37][CH:36]=[N:35][C:34]=1[CH2:39][CH2:40][C:41](OCC)=[O:42]. (3) Given the product [Cl:1][C:2]1[C:11]2[C:6](=[CH:7][C:8]([CH3:21])=[C:9]([S:12]([C:15]3([CH3:23])[CH2:20][CH2:19][O:18][CH2:17][CH2:16]3)(=[O:13])=[O:14])[CH:10]=2)[N:5]=[CH:4][CH:3]=1, predict the reactants needed to synthesize it. The reactants are: [Cl:1][C:2]1[C:11]2[C:6](=[CH:7][C:8]([CH3:21])=[C:9]([S:12]([CH:15]3[CH2:20][CH2:19][O:18][CH2:17][CH2:16]3)(=[O:14])=[O:13])[CH:10]=2)[N:5]=[CH:4][CH:3]=1.[Li+].[CH3:23][Si]([N-][Si](C)(C)C)(C)C.CI.[Cl-].[NH4+].